Dataset: Full USPTO retrosynthesis dataset with 1.9M reactions from patents (1976-2016). Task: Predict the reactants needed to synthesize the given product. (1) Given the product [CH3:11][O:12][C:13]1[CH:26]=[C:25]2[C:20]([N:21]=[CH:22][CH:23]=[CH:24]2)=[C:19]2[C:14]=1[C:15]([S:29][CH3:30])=[CH:16][C:17]([CH:27]=[O:28])=[N:18]2, predict the reactants needed to synthesize it. The reactants are: C(Cl)(=O)C(Cl)=O.CS(C)=O.[CH3:11][O:12][C:13]1[CH:26]=[C:25]2[C:20]([N:21]=[CH:22][CH:23]=[CH:24]2)=[C:19]2[C:14]=1[C:15]([S:29][CH3:30])=[CH:16][C:17]([CH2:27][OH:28])=[N:18]2.C(N(CC)CC)C. (2) Given the product [C:1]([O:5][C:6]([N:8]1[CH2:13][CH2:12][CH2:11][C:10]([C:15]2[N:16]([CH3:41])[C:17]3[C:22]([N:23]=2)=[C:21]([N:24]2[CH2:25][CH2:26][O:27][CH2:28][CH2:29]2)[N:20]=[C:19]([N:30]2[C:34]4[CH:35]=[CH:36][CH:37]=[CH:38][C:33]=4[N:32]=[C:31]2[CH2:39][CH3:40])[N:18]=3)([O:14][CH3:45])[CH2:9]1)=[O:7])([CH3:4])([CH3:3])[CH3:2], predict the reactants needed to synthesize it. The reactants are: [C:1]([O:5][C:6]([N:8]1[CH2:13][CH2:12][CH2:11][C:10]([C:15]2[N:16]([CH3:41])[C:17]3[C:22]([N:23]=2)=[C:21]([N:24]2[CH2:29][CH2:28][O:27][CH2:26][CH2:25]2)[N:20]=[C:19]([N:30]2[C:34]4[CH:35]=[CH:36][CH:37]=[CH:38][C:33]=4[N:32]=[C:31]2[CH2:39][CH3:40])[N:18]=3)([OH:14])[CH2:9]1)=[O:7])([CH3:4])([CH3:3])[CH3:2].[H-].[Na+].I[CH3:45]. (3) The reactants are: [F:1][C:2]1[CH:7]=[C:6]([F:8])[CH:5]=[CH:4][C:3]=1[NH:9][C:10](=[O:34])[N:11]([CH2:19][CH2:20][C:21]1[CH:22]=[C:23]([S:27][C:28]([CH3:33])([CH3:32])[C:29]([OH:31])=[O:30])[CH:24]=[CH:25][CH:26]=1)[CH2:12][CH2:13][CH2:14][CH2:15][CH2:16][CH2:17][CH3:18].ClC1C=CC=C(C(OO)=[O:43])C=1. Given the product [F:1][C:2]1[CH:7]=[C:6]([F:8])[CH:5]=[CH:4][C:3]=1[NH:9][C:10](=[O:34])[N:11]([CH2:19][CH2:20][C:21]1[CH:22]=[C:23]([S:27]([C:28]([CH3:33])([CH3:32])[C:29]([OH:31])=[O:30])=[O:43])[CH:24]=[CH:25][CH:26]=1)[CH2:12][CH2:13][CH2:14][CH2:15][CH2:16][CH2:17][CH3:18], predict the reactants needed to synthesize it. (4) Given the product [CH3:21][O:20][C:18]([C:9]1[CH:10]=[CH:11][C:12]2[C:17](=[CH:16][CH:15]=[CH:14][CH:13]=2)[C:8]=1[O:7][CH2:23][CH2:24][O:25][C:26]1[CH:31]=[CH:30][CH:29]=[CH:28][CH:27]=1)=[O:19], predict the reactants needed to synthesize it. The reactants are: C(=O)([O-])[O-].[Cs+].[Cs+].[OH:7][C:8]1[C:17]2[C:12](=[CH:13][CH:14]=[CH:15][CH:16]=2)[CH:11]=[CH:10][C:9]=1[C:18]([O:20][CH3:21])=[O:19].Br[CH2:23][CH2:24][O:25][C:26]1[CH:31]=[CH:30][CH:29]=[CH:28][CH:27]=1.Cl. (5) Given the product [O:21]1[C:25]2[CH:26]=[CH:27][C:28]([C:30]3[CH:37]=[CH:36][C:33]([C:34]4[N:9]([CH2:10][C@@H:11]5[CH2:15][CH2:14][N:13]([C:16]([CH:18]6[CH2:19][CH2:20]6)=[O:17])[CH2:12]5)[C:3]5[CH:4]=[CH:5][CH:6]=[C:7]([Br:8])[C:2]=5[N:1]=4)=[CH:32][CH:31]=3)=[CH:29][C:24]=2[CH:23]=[CH:22]1, predict the reactants needed to synthesize it. The reactants are: [NH2:1][C:2]1[C:7]([Br:8])=[CH:6][CH:5]=[CH:4][C:3]=1[NH:9][CH2:10][C@@H:11]1[CH2:15][CH2:14][N:13]([C:16]([CH:18]2[CH2:20][CH2:19]2)=[O:17])[CH2:12]1.[O:21]1[C:25]2[CH:26]=[CH:27][C:28]([C:30]3[CH:37]=[CH:36][C:33]([CH:34]=O)=[CH:32][CH:31]=3)=[CH:29][C:24]=2[CH:23]=[CH:22]1. (6) Given the product [CH3:1][O:2][C:3]1[C:4]([CH:22]=[CH2:23])=[CH:5][C:6]2[CH2:7][CH2:8][C@@H:9]3[C@@H:18]([C:19]=2[CH:20]=1)[CH2:17][CH2:16][C@@:14]1([CH3:15])[C@H:10]3[CH2:11][CH2:12][C:13]1=[O:21], predict the reactants needed to synthesize it. The reactants are: [CH3:1][O:2][C:3]1[C:4]([CH:22]=[CH2:23])=[CH:5][C:6]2[CH2:7][CH2:8][C@@H:9]3[C@@H:18]([C:19]=2[CH:20]=1)[CH2:17][CH2:16][C@@:14]1([CH3:15])[C@H:10]3[CH2:11][CH2:12][C@@H:13]1[OH:21].C([Sn-3](CCCC)(CCCC)C=C)CCC.[Cl-].[Li+].C1C=CN=CC=1.F.